The task is: Predict the product of the given reaction.. This data is from Forward reaction prediction with 1.9M reactions from USPTO patents (1976-2016). (1) Given the reactants I[C:2]1[C:6]2[C:7]([O:11][CH3:12])=[N:8][CH:9]=[CH:10][C:5]=2[N:4]([CH:13]2[CH2:17][CH2:16][O:15][CH2:14]2)[CH:3]=1.CC1(C)C(C)(C)OB([C:26]2[CH:31]=[CH:30][C:29]([S:32]([NH2:35])(=[O:34])=[O:33])=[CH:28][CH:27]=2)O1.C(=O)([O-])[O-].[K+].[K+], predict the reaction product. The product is: [CH3:12][O:11][C:7]1[C:6]2[C:2]([C:26]3[CH:31]=[CH:30][C:29]([S:32]([NH2:35])(=[O:34])=[O:33])=[CH:28][CH:27]=3)=[CH:3][N:4]([CH:13]3[CH2:17][CH2:16][O:15][CH2:14]3)[C:5]=2[CH:10]=[CH:9][N:8]=1. (2) Given the reactants [OH:1][C:2]1[CH:9]=[CH:8][C:5]([CH2:6][OH:7])=[CH:4][CH:3]=1.Cl[C:11]([O:13][C:14]1[CH:19]=[CH:18][C:17]([N+:20]([O-:22])=[O:21])=[CH:16][CH:15]=1)=[O:12].CCN(C(C)C)C(C)C, predict the reaction product. The product is: [N+:20]([C:17]1[CH:16]=[CH:15][C:14]([O:13][C:11](=[O:12])[O:1][C:2]2[CH:9]=[CH:8][C:5]([CH2:6][OH:7])=[CH:4][CH:3]=2)=[CH:19][CH:18]=1)([O-:22])=[O:21].